This data is from Forward reaction prediction with 1.9M reactions from USPTO patents (1976-2016). The task is: Predict the product of the given reaction. (1) Given the reactants [F:1][C:2]1[CH:7]=[CH:6][C:5]([C:8](B2OC(C)(C)C(C)(C)O2)=[CH2:9])=[CH:4][CH:3]=1.Br[C:20]1[CH:21]=[N:22][C:23]([N:26]2[CH2:31][CH2:30][N:29]([C:32]([O:34][C:35]([CH3:38])([CH3:37])[CH3:36])=[O:33])[CH2:28][C@H:27]2[CH2:39][OH:40])=[N:24][CH:25]=1.C(=O)([O-])[O-].[Na+].[Na+], predict the reaction product. The product is: [F:1][C:2]1[CH:7]=[CH:6][C:5]([C:8]([C:20]2[CH:21]=[N:22][C:23]([N:26]3[CH2:31][CH2:30][N:29]([C:32]([O:34][C:35]([CH3:38])([CH3:37])[CH3:36])=[O:33])[CH2:28][C@H:27]3[CH2:39][OH:40])=[N:24][CH:25]=2)=[CH2:9])=[CH:4][CH:3]=1. (2) Given the reactants [NH:1]1[CH2:6][CH2:5][CH:4]([N:7]2[N:11]=[C:10]([CH2:12][O:13][C:14]3[CH:15]=[CH:16][C:17]([N:20]4[CH:24]=[N:23][N:22]=[N:21]4)=[N:18][CH:19]=3)[CH:9]=[N:8]2)[CH2:3][CH2:2]1.C(N(CC)CC)C.Cl[C:33]([O:35][CH:36]([CH3:38])[CH3:37])=[O:34].O, predict the reaction product. The product is: [N:20]1([C:17]2[N:18]=[CH:19][C:14]([O:13][CH2:12][C:10]3[CH:9]=[N:8][N:7]([CH:4]4[CH2:3][CH2:2][N:1]([C:33]([O:35][CH:36]([CH3:38])[CH3:37])=[O:34])[CH2:6][CH2:5]4)[N:11]=3)=[CH:15][CH:16]=2)[CH:24]=[N:23][N:22]=[N:21]1. (3) Given the reactants [OH:1][N:2]=[C:3](Cl)[C:4]1[CH:9]=[CH:8][CH:7]=[CH:6][C:5]=1[OH:10].[Na].[CH3:13][CH:14]1[CH2:19][C:18](=O)[CH2:17][C:16](=[O:21])[CH:15]1[C:22]([O:24][CH2:25][CH3:26])=[O:23], predict the reaction product. The product is: [OH:10][C:5]1[CH:6]=[CH:7][CH:8]=[CH:9][C:4]=1[C:3]1[C:17]2[C:16](=[O:21])[CH:15]([C:22]([O:24][CH2:25][CH3:26])=[O:23])[CH:14]([CH3:13])[CH2:19][C:18]=2[O:1][N:2]=1. (4) Given the reactants [N:1]1[CH:6]=[CH:5][CH:4]=[C:3]([O:7][CH2:8][CH2:9][CH2:10][CH2:11][NH2:12])[CH:2]=1.[O:13]=[C:14]([OH:26])[C@@H:15]([C@H:17]([C@H:19]([C@@H:21]([C:23]([OH:25])=[O:24])[OH:22])[OH:20])[OH:18])[OH:16].O, predict the reaction product. The product is: [O:13]=[C:14]([OH:26])[C@@H:15]([C@H:17]([C@H:19]([C@@H:21]([C:23]([OH:25])=[O:24])[OH:22])[OH:20])[OH:18])[OH:16].[N:1]1[CH:6]=[CH:5][CH:4]=[C:3]([O:7][CH2:8][CH2:9][CH2:10][CH2:11][NH2:12])[CH:2]=1.[N:1]1[CH:6]=[CH:5][CH:4]=[C:3]([O:7][CH2:8][CH2:9][CH2:10][CH2:11][NH2:12])[CH:2]=1.